This data is from Forward reaction prediction with 1.9M reactions from USPTO patents (1976-2016). The task is: Predict the product of the given reaction. (1) The product is: [OH:41][CH2:35][CH2:34][NH:36][C:39]([C:2]1[N:3]=[CH:4][C:5]([O:32][CH3:33])=[C:6]2[C:10]([C:11](=[O:31])[C:12](=[O:13])[N:14]3[CH2:15][CH2:16][N:17]([C:20]4[N:24]([C:25]5[CH:26]=[CH:27][CH:28]=[CH:29][CH:30]=5)[N:23]=[N:22][N:21]=4)[CH2:18][CH2:19]3)=[CH:9][NH:8][C:7]=12)=[O:43]. Given the reactants Cl[C:2]1[N:3]=[CH:4][C:5]([O:32][CH3:33])=[C:6]2[C:10]([C:11](=[O:31])[C:12]([N:14]3[CH2:19][CH2:18][N:17]([C:20]4[N:24]([C:25]5[CH:30]=[CH:29][CH:28]=[CH:27][CH:26]=5)[N:23]=[N:22][N:21]=4)[CH2:16][CH2:15]3)=[O:13])=[CH:9][NH:8][C:7]=12.[CH2:34]([N:36]([CH2:39]C)CC)[CH3:35].[OH2:41].C(CN)[OH:43], predict the reaction product. (2) Given the reactants [OH:1][C@H:2]1[CH2:7][CH2:6][C@H:5]([NH:8][C:9]2[N:10]=[C:11]([NH:18][C:19]3[CH:24]=[CH:23][CH:22]=[C:21]([S:25]([CH3:28])(=[O:27])=[O:26])[CH:20]=3)[C:12]([C:15]([NH2:17])=[O:16])=[N:13][CH:14]=2)[CH2:4][CH2:3]1.C(Cl)(Cl)Cl.[Br:33]N1C(=O)CCC1=O, predict the reaction product. The product is: [Br:33][C:14]1[N:13]=[C:12]([C:15]([NH2:17])=[O:16])[C:11]([NH:18][C:19]2[CH:24]=[CH:23][CH:22]=[C:21]([S:25]([CH3:28])(=[O:26])=[O:27])[CH:20]=2)=[N:10][C:9]=1[NH:8][C@H:5]1[CH2:4][CH2:3][C@H:2]([OH:1])[CH2:7][CH2:6]1.